Dataset: Reaction yield outcomes from USPTO patents with 853,638 reactions. Task: Predict the reaction yield, written as a fraction of the theoretical maximum amount of product (1.0 means a 100% yield; for example, 0.34 means a 34% yield). (1) The reactants are [F:1][C:2]([F:21])([F:20])[S:3]([O:6][C:7]1[CH2:8][CH2:9][N:10](C(OC(C)(C)C)=O)[CH2:11][CH:12]=1)(=[O:5])=[O:4].[ClH:22]. The catalyst is C1COCC1. The product is [Cl-:22].[F:21][C:2]([F:1])([F:20])[S:3]([O:6][C:7]1[CH2:12][CH2:11][NH2+:10][CH2:9][CH:8]=1)(=[O:5])=[O:4]. The yield is 0.880. (2) The reactants are Cl.[CH2:2]([C:4]1[CH:9]=[CH:8][CH:7]=[C:6]([CH2:10][CH3:11])[C:5]=1[NH:12][C:13]([C:15]1[C:19]2[CH2:20][CH2:21][C:22]3[CH:23]=[N:24][C:25]([NH:28][CH:29]4[CH2:34][CH2:33][NH:32][CH2:31][CH2:30]4)=[N:26][C:27]=3[C:18]=2[N:17]([CH3:35])[N:16]=1)=[O:14])[CH3:3].CCN(C(C)C)C(C)C.[CH3:45][S:46](Cl)(=[O:48])=[O:47]. The catalyst is ClCCl. The product is [CH2:10]([C:6]1[CH:7]=[CH:8][CH:9]=[C:4]([CH2:2][CH3:3])[C:5]=1[NH:12][C:13]([C:15]1[C:19]2[CH2:20][CH2:21][C:22]3[CH:23]=[N:24][C:25]([NH:28][CH:29]4[CH2:30][CH2:31][N:32]([S:46]([CH3:45])(=[O:48])=[O:47])[CH2:33][CH2:34]4)=[N:26][C:27]=3[C:18]=2[N:17]([CH3:35])[N:16]=1)=[O:14])[CH3:11]. The yield is 0.640. (3) The reactants are [C:1]([OH:8])(=O)[CH2:2][CH2:3][CH2:4][C:5]#[CH:6].CCN=C=NCCCN(C)C.Cl.[NH:21]1[CH2:26][CH2:25][O:24][CH2:23][CH2:22]1. The catalyst is CN(C1C=CN=CC=1)C.C(Cl)Cl. The product is [O:24]1[CH2:25][CH2:26][N:21]([C:1](=[O:8])[CH2:2][CH2:3][CH2:4][C:5]#[CH:6])[CH2:22][CH2:23]1. The yield is 1.00.